This data is from Experimentally validated miRNA-target interactions with 360,000+ pairs, plus equal number of negative samples. The task is: Binary Classification. Given a miRNA mature sequence and a target amino acid sequence, predict their likelihood of interaction. (1) The miRNA is hsa-miR-6758-3p with sequence ACUCAUUCUCCUCUGUCCAG. The protein sequence of the target gene is MLQQVPENINFPAEEEKILEFWTEFNCFQECLKQSKHKPKFTFYDGPPFATGLPHYGHILAGTIKDIVTRYAHQSGFHVDRRFGWDCHGLPVEYEIDKTLGIRGPEDVAKMGITEYNNQCRAIVMRYSAEWKSTVSRLGRWIDFDNDYKTLYPQFMESVWWVFKQLYDKGLVYRGVKVMPFSTACNTPLSNFESHQNYKDVQDPSVFVTFPLEEDETVSLVAWTTTPWTLPSNLAVCVNPEMQYVKIKDVARGRLLILMEARLSALYKLESDYEILERFPGAYLKGKKYRPLFDYFLKCK.... Result: 1 (interaction). (2) The miRNA is mmu-miR-503-5p with sequence UAGCAGCGGGAACAGUACUGCAG. The protein sequence of the target gene is MAQQRALPQSKETLLQSYNKRLKDDIKSIMDNFTEIIKTAKIEDETQVSRATQGEQDNYEMHVRAANIVRAGESLMKLVSDLKQFLILNDFPSVNEAIDQRNQQLRALQEECDRKLITLRDEVSIDLYELEEEYYSSSSSLCEANDLPLCEAYWRLDLDADSADGLSAPLLASPETGAGPLQSAAPVHSHGGGPGPTEHT. Result: 0 (no interaction). (3) The miRNA is hsa-miR-126-3p with sequence UCGUACCGUGAGUAAUAAUGCG. The protein sequence of the target gene is MSIQAPPRLLELAGQSLLRDQALSISAMEELPRVLYLPLFMEAFSRRHFQTLTVMVQAWPFTCLPLGSLMKTLHLETLKALLEGLHMLLTQKDRPRRWKLQVLDLRDVDENFWARWPGAWALSCFPETTSKRQTAEDCPRMGEHQPLKVFIDICLKEIPQDECLRYLFQWVYQRRGLVHLCCSKLVNYLTPIKYLRKSLKIIYLNSIQELEIRNMSWPRLIRKLRCYLKEMKNLRKLVFSRCHHYTSDNELEGRLVAKFSSVFLRLEHLQLLKIKLITFFSGHLEQLIRCLQNPLENLEL.... Result: 0 (no interaction). (4) The miRNA is hsa-miR-27a-5p with sequence AGGGCUUAGCUGCUUGUGAGCA. The protein sequence of the target gene is MLRQLLLAALCLAGPPAPARACQLPSEWRPLSEGCRAELAETIVYARVLALHPEAPGLYNHLPWQYHAGQGGLFYSAEVEMLCDQAWGSMLEVPAGSRLNLTGLGYFSCHSHTVVQDYSYFFFLRMDENYNLLPHGVNFQDAIFPDTQENRRMFSSLFQFSNCSQGQQLATFSSDWEIQEDSRLMCSSVQKALFEEEDHVKKLQQKVATLEKRNRQLRERVKKVKRSLRQARKKGRHLELANQKLSEKLAAGALPHINARGPVRPPYLRG. Result: 0 (no interaction). (5) The miRNA is mmu-miR-1950 with sequence UCUGCAUCUAAGGAUAUGGUCA. The protein sequence of the target gene is MLGQQQQQLYSSAALLTGERSRLLTCYVQDYLECVESLPHDMQRNVSVLRELDNKYQETLKEIDDVYEKYKKEDDLNQKKRLQQLLQRALINSQELGDEKIQIVTQMLELVENRARQMELHSQCFQDPAESERASDKAKMDSSQPERSSRRPRRQRTSESRDLCHMANGIEDCDDQPPKEKKSKSAKKKKRSKAKQEREASPVEFAIDPNEPTYCLCNQVSYGEMIGCDNEQCPIEWFHFSCVSLTYKPKGKWYCPKCRGDNEKTMDKSTEKTKKDRRSR. Result: 0 (no interaction). (6) The miRNA is hsa-miR-3681-3p with sequence ACACAGUGCUUCAUCCACUACU. The protein sequence of the target gene is MGKSDFLTPKAIANRIKSKGLQKLRWYCQMCQKQCRDENGFKCHCMSESHQRQLLLASENPQQFMDYFSEEFRNDFLELLRRRFGTKRVHNNIVYNEYISHREHIHMNATQWETLTDFTKWLGREGLCKVDETPKGWYIQYIDRDPETIRRQLELEKKKKQDLDDEEKTAKFIEEQVRRGLEGKEQEVPTFTELSRENDEEKVTFNLSKGACSSSGATSSKSSTLGPSALKTIGSSASVKRKESSQSSTQSKEKKKKKSALDEIMEIEEEKKRTARTDYWLQPEIIVKIITKKLGEKYHK.... Result: 1 (interaction). (7) The miRNA is hsa-miR-7112-3p with sequence UGCAUCACAGCCUUUGGCCCUAG. The protein sequence of the target gene is MTTTLVSATIFDLSEVLCKGNKMLNYSTPSAGGCLLDRKAVGTPAGGGFPRRHSVTLPSSKFHQNQLLSSLKGEPAPSLSSRDSRFRDRSFSEGGERLLPTQKQPGSGQVNSSRYKTELCRPFEENGACKYGDKCQFAHGIHELRSLTRHPKYKTELCRTFHTIGFCPYGPRCHFIHNAEERRALAGGRDLSADRPRLQHSFSFAGFPSAAATAAATGLLDSPTSITPPPILSADDLLGSPTLPDGTNNPFAFSSQELASLFAPSMGLPGGGSPTTFLFRPMSESPHMFDSPPSPQDSLS.... Result: 0 (no interaction).